Task: Predict the reactants needed to synthesize the given product.. Dataset: Full USPTO retrosynthesis dataset with 1.9M reactions from patents (1976-2016) Given the product [Br:1][C:2]1[CH:16]=[C:6]([NH:7][CH2:8][C:9]2[CH:10]=[N:11][CH:12]=[C:13]([F:15])[CH:14]=2)[C:5]([NH2:17])=[CH:4][CH:3]=1, predict the reactants needed to synthesize it. The reactants are: [Br:1][C:2]1[CH:3]=[CH:4][C:5]([N+:17]([O-])=O)=[C:6]([CH:16]=1)[NH:7][CH2:8][C:9]1[CH:10]=[N:11][CH:12]=[C:13]([F:15])[CH:14]=1.O.NN.